This data is from Reaction yield outcomes from USPTO patents with 853,638 reactions. The task is: Predict the reaction yield, written as a fraction of the theoretical maximum amount of product (1.0 means a 100% yield; for example, 0.34 means a 34% yield). (1) The reactants are C(N1C=CN=C1)(N1C=CN=C1)=O.[CH3:13][O:14][C:15]1[CH:23]=[C:22]([N:24]2[CH2:29][CH2:28][O:27][CH2:26][CH2:25]2)[CH:21]=[CH:20][C:16]=1[C:17]([OH:19])=O.[NH2:30][C@H:31]1[CH2:36][C:35]2[C:37]([N:41]3[CH2:46][CH2:45][N:44]([CH3:47])[CH2:43][CH2:42]3)=[CH:38][CH:39]=[CH:40][C:34]=2[O:33][CH2:32]1. The catalyst is CN(C)C=O. The product is [CH3:47][N:44]1[CH2:45][CH2:46][N:41]([C:37]2[C:35]3[CH2:36][C@H:31]([NH:30][C:17](=[O:19])[C:16]4[CH:20]=[CH:21][C:22]([N:24]5[CH2:29][CH2:28][O:27][CH2:26][CH2:25]5)=[CH:23][C:15]=4[O:14][CH3:13])[CH2:32][O:33][C:34]=3[CH:40]=[CH:39][CH:38]=2)[CH2:42][CH2:43]1. The yield is 0.300. (2) The product is [CH:1]1([CH:5]2[C:14]3[C:9](=[CH:10][CH:11]=[CH:12][CH:13]=3)[N:8]([CH2:16][C:17]([NH2:19])=[O:18])[CH2:7][CH2:6]2)[CH2:2][CH2:3][CH2:4]1. The yield is 0.770. The catalyst is CN(C=O)C. The reactants are [CH:1]1([CH:5]2[C:14]3[C:9](=[CH:10][CH:11]=[CH:12][CH:13]=3)[NH:8][CH2:7][CH2:6]2)[CH2:4][CH2:3][CH2:2]1.I[CH2:16][C:17]([NH2:19])=[O:18].O. (3) The reactants are [N:1]12[CH2:8][CH2:7][C:4]([C:9]([C:17]3[CH:22]=[CH:21][CH:20]=[CH:19][CH:18]=3)([C:11]3[CH:16]=[CH:15][CH:14]=[CH:13][CH:12]=3)[OH:10])([CH2:5][CH2:6]1)[CH2:3][CH2:2]2.[O:23]1[C:27]2[CH:28]=[CH:29][CH:30]=[CH:31][C:26]=2[CH:25]=[C:24]1[C:32](=[O:35])[CH2:33][Br:34].CC#N. The catalyst is C(Cl)(Cl)Cl.CS(C)=O. The product is [Br-:34].[O:23]1[C:27]2[CH:28]=[CH:29][CH:30]=[CH:31][C:26]=2[CH:25]=[C:24]1[C:32](=[O:35])[CH2:33][N+:1]12[CH2:6][CH2:5][C:4]([C:9]([OH:10])([C:17]3[CH:22]=[CH:21][CH:20]=[CH:19][CH:18]=3)[C:11]3[CH:12]=[CH:13][CH:14]=[CH:15][CH:16]=3)([CH2:3][CH2:2]1)[CH2:7][CH2:8]2. The yield is 0.574.